From a dataset of Reaction yield outcomes from USPTO patents with 853,638 reactions. Predict the reaction yield, written as a fraction of the theoretical maximum amount of product (1.0 means a 100% yield; for example, 0.34 means a 34% yield). (1) The reactants are O.O.[Sn](Cl)Cl.[CH3:6][C:7]([C:11]1[CH:16]=[CH:15][CH:14]=[C:13]([N+:17]([O-])=O)[CH:12]=1)([CH3:10])[C:8]#[N:9]. The catalyst is CCO. The product is [NH2:17][C:13]1[CH:12]=[C:11]([C:7]([CH3:10])([CH3:6])[C:8]#[N:9])[CH:16]=[CH:15][CH:14]=1. The yield is 0.730. (2) The reactants are Br[C:2]1[C:3]([F:28])=[C:4]([N:8]2[CH:13]=[C:12]([O:14][CH3:15])[C:11](=[O:16])[C:10]([C:17]3[N:21]([C:22]4[CH:27]=[CH:26][CH:25]=[CH:24][CH:23]=4)[N:20]=[CH:19][CH:18]=3)=[N:9]2)[CH:5]=[CH:6][CH:7]=1.CC1(C)C(C)(C)OB([C:37]2[CH2:38][CH2:39][O:40][CH2:41][CH:42]=2)O1.C([O-])([O-])=O.[Na+].[Na+]. The catalyst is COCCOC.O.C([O-])(O)=O.[Na+].C1C=CC([P]([Pd]([P](C2C=CC=CC=2)(C2C=CC=CC=2)C2C=CC=CC=2)([P](C2C=CC=CC=2)(C2C=CC=CC=2)C2C=CC=CC=2)[P](C2C=CC=CC=2)(C2C=CC=CC=2)C2C=CC=CC=2)(C2C=CC=CC=2)C2C=CC=CC=2)=CC=1. The product is [O:40]1[CH2:39][CH:38]=[C:37]([C:2]2[C:3]([F:28])=[C:4]([N:8]3[CH:13]=[C:12]([O:14][CH3:15])[C:11](=[O:16])[C:10]([C:17]4[N:21]([C:22]5[CH:27]=[CH:26][CH:25]=[CH:24][CH:23]=5)[N:20]=[CH:19][CH:18]=4)=[N:9]3)[CH:5]=[CH:6][CH:7]=2)[CH2:42][CH2:41]1. The yield is 0.850. (3) The reactants are [C:1]1([CH:7]([NH:9][C:10]2[CH:11]=[C:12]([N:22]3[CH2:27][CH2:26][N:25](C(OC(C)(C)C)=O)[CH2:24][CH2:23]3)[CH:13]=[CH:14][C:15]=2[C:16](=[O:21])[C:17]([F:20])([F:19])[F:18])[CH3:8])[CH:6]=[CH:5][CH:4]=[CH:3][CH:2]=1.[ClH:35]. The catalyst is ClCCl.C(OCC)C. The product is [ClH:35].[C:1]1([C@@H:7]([NH:9][C:10]2[CH:11]=[C:12]([N:22]3[CH2:23][CH2:24][NH:25][CH2:26][CH2:27]3)[CH:13]=[CH:14][C:15]=2[C:16](=[O:21])[C:17]([F:20])([F:18])[F:19])[CH3:8])[CH:6]=[CH:5][CH:4]=[CH:3][CH:2]=1. The yield is 0.720. (4) The yield is 0.880. The product is [CH2:16]([O:15][C:13](=[O:14])[CH:12]([CH:18]1[CH2:23][CH2:22][CH2:21][C:20](=[O:27])[CH2:19]1)[C:11]([O:10][CH2:8][CH3:9])=[O:28])[CH3:17]. No catalyst specified. The reactants are C1(=O)CCCC=C1.[CH2:8]([O:10][C:11](=[O:28])[CH:12]([CH:18]1[CH2:23][CH2:22][CH:21](CCC)[C:20](=[O:27])[CH2:19]1)[C:13]([O:15][CH2:16][CH3:17])=[O:14])[CH3:9]. (5) The catalyst is Cl[Pd](Cl)([P](C1C=CC=CC=1)(C1C=CC=CC=1)C1C=CC=CC=1)[P](C1C=CC=CC=1)(C1C=CC=CC=1)C1C=CC=CC=1. The yield is 0.980. The reactants are Br[C:2]1[C:10]2[C:9]([NH:11][C@H:12]([C:14]3[N:19]([C:20]4[CH:25]=[CH:24][CH:23]=[CH:22][CH:21]=4)[C:18](=[O:26])[C:17]4=[CH:27][CH:28]=[CH:29][N:16]4[N:15]=3)[CH3:13])=[N:8][CH:7]=[N:6][C:5]=2[N:4]([CH2:30][O:31][CH2:32][CH2:33][Si:34]([CH3:37])([CH3:36])[CH3:35])[CH:3]=1.CC1(C)C(C)(C)OB([C:46]2[CH:54]=[C:53]([NH:55][S:56]([CH3:59])(=[O:58])=[O:57])[CH:52]=[C:51]3[C:47]=2[CH:48]=[CH:49][NH:50]3)O1.CS(N)(=O)=O.B1(B2OC(C)(C)C(C)(C)O2)OC(C)(C)C(C)(C)O1.C(=O)([O-])[O-].[Na+].[Na+]. The product is [O:26]=[C:18]1[C:17]2=[CH:27][CH:28]=[CH:29][N:16]2[N:15]=[C:14]([C@@H:12]([NH:11][C:9]2[C:10]3[C:2]([C:46]4[CH:54]=[C:53]([NH:55][S:56]([CH3:59])(=[O:57])=[O:58])[CH:52]=[C:51]5[C:47]=4[CH:48]=[CH:49][NH:50]5)=[CH:3][N:4]([CH2:30][O:31][CH2:32][CH2:33][Si:34]([CH3:37])([CH3:36])[CH3:35])[C:5]=3[N:6]=[CH:7][N:8]=2)[CH3:13])[N:19]1[C:20]1[CH:25]=[CH:24][CH:23]=[CH:22][CH:21]=1. (6) The yield is 0.970. The catalyst is CN(C=O)C. The reactants are [OH:1][C:2]1[CH:3]=[C:4]2[C:9](=[CH:10][CH:11]=1)[NH:8][C:7](=[O:12])[CH2:6][CH2:5]2.C([O-])([O-])=O.[K+].[K+].[CH:19]1[CH:24]=[CH:23][C:22]([CH2:25]Br)=[CH:21][CH:20]=1. The product is [CH2:25]([O:1][C:2]1[CH:3]=[C:4]2[C:9](=[CH:10][CH:11]=1)[NH:8][C:7](=[O:12])[CH2:6][CH2:5]2)[C:22]1[CH:23]=[CH:24][CH:19]=[CH:20][CH:21]=1. (7) The reactants are [F:1][C:2]1[CH:3]=[C:4]([CH:30]=[C:31](F)[CH:32]=1)[C:5]([NH:7][C:8]1[CH:9]=[CH:10][C:11]([CH3:29])=[C:12]([NH:14][C:15](=[O:28])[C:16]2[CH:21]=[CH:20][C:19]([CH2:22][N:23]([CH2:26][CH3:27])[CH2:24][CH3:25])=[CH:18][CH:17]=2)[CH:13]=1)=[O:6].[NH:34]1[CH2:39][CH2:38][CH2:37][CH2:36][CH2:35]1. No catalyst specified. The product is [F:1][C:2]1[CH:3]=[C:4]([CH:30]=[C:31]([N:34]2[CH2:39][CH2:38][CH2:37][CH2:36][CH2:35]2)[CH:32]=1)[C:5]([NH:7][C:8]1[CH:9]=[CH:10][C:11]([CH3:29])=[C:12]([NH:14][C:15](=[O:28])[C:16]2[CH:17]=[CH:18][C:19]([CH2:22][N:23]([CH2:24][CH3:25])[CH2:26][CH3:27])=[CH:20][CH:21]=2)[CH:13]=1)=[O:6]. The yield is 0.830. (8) The reactants are [CH2:1]([O:8][N:9]1[C:15](=[O:16])[N:14]2[CH2:17][C@H:10]1[CH2:11][CH2:12][C@H:13]2[C:18]([OH:20])=O)[C:2]1[CH:7]=[CH:6][CH:5]=[CH:4][CH:3]=1.[C:21]([O:25][C:26](=[O:33])[NH:27][C@@H:28]([CH3:32])[CH2:29][O:30][NH2:31])([CH3:24])([CH3:23])[CH3:22]. No catalyst specified. The product is [C:21]([O:25][C:26](=[O:33])[NH:27][C@@H:28]([CH3:32])[CH2:29][O:30][NH:31][C:18]([C@@H:13]1[CH2:12][CH2:11][C@@H:10]2[CH2:17][N:14]1[C:15](=[O:16])[N:9]2[O:8][CH2:1][C:2]1[CH:3]=[CH:4][CH:5]=[CH:6][CH:7]=1)=[O:20])([CH3:24])([CH3:22])[CH3:23]. The yield is 0.870. (9) The catalyst is ClCCl.O. The reactants are [CH2:1]([NH:4][C:5]([C:7]1[S:11][C:10]([Br:12])=[N:9][C:8]=1[Br:13])=O)[CH:2]=[CH2:3].P(Cl)(Cl)(Cl)(Cl)Cl.Cl.O1CCOCC1.CO[CH:29](OC)[CH2:30][NH2:31]. The yield is 0.580. The product is [CH2:1]([N:4]1[CH:29]=[CH:30][N:31]=[C:5]1[C:7]1[S:11][C:10]([Br:12])=[N:9][C:8]=1[Br:13])[CH:2]=[CH2:3].